This data is from CYP2D6 inhibition data for predicting drug metabolism from PubChem BioAssay. The task is: Regression/Classification. Given a drug SMILES string, predict its absorption, distribution, metabolism, or excretion properties. Task type varies by dataset: regression for continuous measurements (e.g., permeability, clearance, half-life) or binary classification for categorical outcomes (e.g., BBB penetration, CYP inhibition). Dataset: cyp2d6_veith. (1) The drug is CC1=NN(c2ccccc2)C(=O)C1. The result is 0 (non-inhibitor). (2) The compound is Cn1cnnc1SCC(=O)OCN1C(=O)c2ccccc2C1=O. The result is 0 (non-inhibitor). (3) The molecule is COc1ccc(-c2nnc3n2N=C(C)CS3)cc1. The result is 0 (non-inhibitor). (4) The molecule is CN(C(=O)c1cnc(N2CCN(c3ncccn3)CC2)c2ccccc12)c1ccc(Cl)cc1. The result is 1 (inhibitor). (5) The drug is NC(N)=N/N=C\c1c(Cl)cccc1Cl. The result is 1 (inhibitor). (6) The molecule is CN(C(=O)C(Cl)Cl)c1ccc(OC(=O)c2ccco2)cc1. The result is 0 (non-inhibitor). (7) The result is 0 (non-inhibitor). The compound is COc1cc(-c2nnc(COC(=O)c3c4c(nc5ccccc35)CCCC4)o2)cc(OC)c1OC.